This data is from Catalyst prediction with 721,799 reactions and 888 catalyst types from USPTO. The task is: Predict which catalyst facilitates the given reaction. (1) Reactant: [CH3:1][C:2]1[CH:6]=[C:5]([CH2:7][N:8]2[C:17]3[C:12](=[CH:13][CH:14]=[CH:15][CH:16]=3)[N:11]=[C:10]([C:18]([O:20]CC)=[O:19])[C:9]2=[O:23])[O:4][N:3]=1.O.[OH-].[Li+]. Product: [CH3:1][C:2]1[CH:6]=[C:5]([CH2:7][N:8]2[C:17]3[C:12](=[CH:13][CH:14]=[CH:15][CH:16]=3)[N:11]=[C:10]([C:18]([OH:20])=[O:19])[C:9]2=[O:23])[O:4][N:3]=1. The catalyst class is: 40. (2) Reactant: [CH2:1]([NH2:6])[CH2:2][CH:3]([CH3:5])[CH3:4].Cl[CH2:8][CH:9]([OH:15])[CH2:10][S:11]([OH:14])(=[O:13])=[O:12].[Na]. Product: [OH:15][CH:9]([CH2:8][NH:6][CH2:1][CH2:2][CH:3]([CH3:5])[CH3:4])[CH2:10][S:11]([OH:14])(=[O:13])=[O:12]. The catalyst class is: 38.